Dataset: Reaction yield outcomes from USPTO patents with 853,638 reactions. Task: Predict the reaction yield, written as a fraction of the theoretical maximum amount of product (1.0 means a 100% yield; for example, 0.34 means a 34% yield). The reactants are [CH3:1][NH:2][CH2:3][C:4]1[C:8]2[CH:9]=[CH:10][CH:11]=[CH:12][C:7]=2[O:6][C:5]=1[CH3:13].[O:14]=[C:15]1[CH2:20][O:19][C:18]2[CH:21]=[C:22]([CH:25]=[CH:26][C:27](O)=[O:28])[CH:23]=[N:24][C:17]=2[NH:16]1.ON1C2C=CC=CC=2N=N1.C(N(C(C)C)CC)(C)C.CN(C)CCCN=C=NCC. The catalyst is CN(C=O)C.O. The product is [CH3:1][N:2]([CH2:3][C:4]1[C:8]2[CH:9]=[CH:10][CH:11]=[CH:12][C:7]=2[O:6][C:5]=1[CH3:13])[C:27](=[O:28])/[CH:26]=[CH:25]/[C:22]1[CH:23]=[N:24][C:17]2[NH:16][C:15](=[O:14])[CH2:20][O:19][C:18]=2[CH:21]=1. The yield is 0.420.